Task: Predict the reaction yield, written as a fraction of the theoretical maximum amount of product (1.0 means a 100% yield; for example, 0.34 means a 34% yield).. Dataset: Reaction yield outcomes from USPTO patents with 853,638 reactions (1) The reactants are [Br:1][C:2]1[S:6][C:5]2[C:7](=[O:21])[CH:8](C(OC)=O)[CH:9]([C:10]3[CH:15]=[CH:14][C:13]([Cl:16])=[CH:12][CH:11]=3)[C:4]=2[CH:3]=1.CS(C)=O.O. No catalyst specified. The product is [Br:1][C:2]1[S:6][C:5]2[C:7](=[O:21])[CH2:8][CH:9]([C:10]3[CH:11]=[CH:12][C:13]([Cl:16])=[CH:14][CH:15]=3)[C:4]=2[CH:3]=1. The yield is 0.820. (2) The reactants are [CH3:1][C:2]1[CH:3]=[CH:4][C:5]([N+:18]([O-:20])=[O:19])=[C:6]([C:8]2[O:12][N:11]=[C:10]([C:13](OCC)=[O:14])[N:9]=2)[CH:7]=1.[BH4-].[Li+]. The catalyst is C(O)C. The product is [CH3:1][C:2]1[CH:3]=[CH:4][C:5]([N+:18]([O-:20])=[O:19])=[C:6]([C:8]2[O:12][N:11]=[C:10]([CH2:13][OH:14])[N:9]=2)[CH:7]=1. The yield is 0.690.